From a dataset of Full USPTO retrosynthesis dataset with 1.9M reactions from patents (1976-2016). Predict the reactants needed to synthesize the given product. (1) Given the product [CH3:1][C:2]1[N:3]=[CH:4][N:5]([C:8]2[CH:9]=[C:10]([NH:14][C:15]3[S:16][C:21]4[C:22]5[C:27](=[CH:26][CH:25]=[CH:24][CH:23]=5)[CH2:19][C:20]=4[N:17]=3)[CH:11]=[CH:12][CH:13]=2)[C:6]=1[CH3:7], predict the reactants needed to synthesize it. The reactants are: [CH3:1][C:2]1[N:3]=[CH:4][N:5]([C:8]2[CH:9]=[C:10]([NH:14][C:15]([NH2:17])=[S:16])[CH:11]=[CH:12][CH:13]=2)[C:6]=1[CH3:7].Cl[CH:19]1[C:27]2[C:22](=[CH:23][CH:24]=[CH:25][CH:26]=2)[CH2:21][C:20]1=O. (2) Given the product [Br:8][C:5]1[CH:6]=[CH:7][C:2]2[NH:1][CH:24]([CH3:25])[O:10][C:9]([CH3:30])([C:11]3[CH:12]=[CH:13][CH:14]=[CH:15][CH:16]=3)[C:3]=2[CH:4]=1, predict the reactants needed to synthesize it. The reactants are: [NH2:1][C:2]1[CH:7]=[CH:6][C:5]([Br:8])=[CH:4][C:3]=1[C:9]([C:11]1[CH:16]=[CH:15][CH:14]=[CH:13][CH:12]=1)=[O:10].S([O-])([O-])(=O)=O.[NH4+].[NH4+].[C:24](OCC)(=O)[CH3:25].[CH2:30]1COCC1. (3) Given the product [CH3:15][NH:16][C:2]1[CH:11]=[CH:10][C:9]2[C:4](=[CH:5][CH:6]=[CH:7][C:8]=2[N+:12]([O-:14])=[O:13])[N:3]=1, predict the reactants needed to synthesize it. The reactants are: Cl[C:2]1[CH:11]=[CH:10][C:9]2[C:4](=[CH:5][CH:6]=[CH:7][C:8]=2[N+:12]([O-:14])=[O:13])[N:3]=1.[CH3:15][NH2:16]. (4) Given the product [F:27][C:28]1[CH:35]=[CH:34][C:31]([CH2:32][NH:33][C:2]2[N:10]=[CH:9][N:8]=[C:7]3[C:3]=2[N:4]=[CH:5][N:6]3[C@@H:11]2[O:12][C@H:13]([CH2:21][NH:22][S:23]([NH2:38])(=[O:25])=[O:24])[C@@H:14]([OH:18])[C@H:15]2[OH:16])=[CH:30][CH:29]=1, predict the reactants needed to synthesize it. The reactants are: Cl[C:2]1[N:10]=[CH:9][N:8]=[C:7]2[C:3]=1[N:4]=[CH:5][N:6]2[C@H:11]1[C@@H:15]2[O:16]C(C)(C)[O:18][C@@H:14]2[C@@H:13]([CH2:21][NH:22][S:23](=O)(=[O:25])[O-:24])[O:12]1.[F:27][C:28]1[CH:35]=[CH:34][C:31]([CH2:32][NH2:33])=[CH:30][CH:29]=1.CC[N:38](C(C)C)C(C)C. (5) Given the product [CH3:17][C:15]1([CH3:18])[CH2:14][O:13][C:12]([C:4]2[CH:3]=[C:2]([O:20][B:19]([OH:28])[OH:24])[CH:7]=[C:6]([C:8]([F:11])([F:10])[F:9])[CH:5]=2)=[N:16]1, predict the reactants needed to synthesize it. The reactants are: I[C:2]1[CH:3]=[C:4]([C:12]2[O:13][CH2:14][C:15]([CH3:18])([CH3:17])[N:16]=2)[CH:5]=[C:6]([C:8]([F:11])([F:10])[F:9])[CH:7]=1.[B:19]([O:28]C(C)C)([O:24]C(C)C)[O:20]C(C)C.C([Li])CCC. (6) Given the product [CH3:1][O:2][CH2:3][CH2:4][N:5]([CH3:6])[C:30](=[O:32])[CH2:29][O:28][C:27]1[CH:26]=[CH:25][C:24]([CH:21]2[CH2:22][CH2:23][N:18]([C:15]3[CH:16]=[CH:17][C:12]4[N:13]([C:9]([C:8]([F:7])([F:36])[F:35])=[N:10][N:11]=4)[N:14]=3)[CH2:19][CH2:20]2)=[CH:34][CH:33]=1, predict the reactants needed to synthesize it. The reactants are: [CH3:1][O:2][CH2:3][CH2:4][NH:5][CH3:6].[F:7][C:8]([F:36])([F:35])[C:9]1[N:13]2[N:14]=[C:15]([N:18]3[CH2:23][CH2:22][CH:21]([C:24]4[CH:34]=[CH:33][C:27]([O:28][CH2:29][C:30]([OH:32])=O)=[CH:26][CH:25]=4)[CH2:20][CH2:19]3)[CH:16]=[CH:17][C:12]2=[N:11][N:10]=1.CN(C(ON1N=NC2C=CC=NC1=2)=[N+](C)C)C.F[P-](F)(F)(F)(F)F.CCN(C(C)C)C(C)C. (7) Given the product [Cl:15][C:12]1[CH:13]=[CH:14][C:9]([NH:8][C:2](=[O:7])[C:3]([O:5][CH3:6])=[O:4])=[N:10][CH:11]=1, predict the reactants needed to synthesize it. The reactants are: Cl[C:2](=[O:7])[C:3]([O:5][CH3:6])=[O:4].[NH2:8][C:9]1[CH:14]=[CH:13][C:12]([Cl:15])=[CH:11][N:10]=1.C(=O)([O-])O.[Na+].[Cl-].[NH4+]. (8) Given the product [F:2][C:3]1([F:9])[CH2:8][CH2:7][N:6]([C:22](=[O:23])[CH2:21][O:20][C:17](=[O:19])[CH3:18])[CH2:5][CH2:4]1, predict the reactants needed to synthesize it. The reactants are: Cl.[F:2][C:3]1([F:9])[CH2:8][CH2:7][NH:6][CH2:5][CH2:4]1.CCN(CC)CC.[C:17]([O:20][CH2:21][C:22](Cl)=[O:23])(=[O:19])[CH3:18]. (9) Given the product [F:16][C:17]([F:28])([F:27])[C:12](=[O:14])[CH2:11][CH2:10][CH2:9][CH2:8][CH2:7][CH2:6][C:5]([O:4][CH3:3])=[O:15], predict the reactants needed to synthesize it. The reactants are: [H-].[Na+].[CH3:3][O:4][C:5](=[O:15])[CH2:6][CH2:7][CH2:8][CH2:9][CH2:10][CH2:11][C:12]([OH:14])=O.[F:16][C:17]([F:28])([F:27])C(OC(=O)[C:17]([F:28])([F:27])[F:16])=O.N1C=CC=CC=1.